This data is from Forward reaction prediction with 1.9M reactions from USPTO patents (1976-2016). The task is: Predict the product of the given reaction. (1) Given the reactants Br[C:2]1[S:3][CH:4]=[C:5]([Br:12])[C:6]=1[CH2:7][C:8]([O:10][CH3:11])=[O:9].[CH2:13]([O:16][C:17]1[CH:22]=[CH:21][C:20](B(O)O)=[CH:19][CH:18]=1)[CH2:14][CH3:15].C([O-])([O-])=O.[K+].[K+].ClCCl, predict the reaction product. The product is: [Br:12][C:5]1[C:6]([CH2:7][C:8]([O:10][CH3:11])=[O:9])=[C:2]([C:20]2[CH:21]=[CH:22][C:17]([O:16][CH2:13][CH2:14][CH3:15])=[CH:18][CH:19]=2)[S:3][CH:4]=1. (2) Given the reactants [F:1][C:2]1[CH:7]=[CH:6][C:5]([N+:8]([O-])=O)=[CH:4][C:3]=1[C:11]1[C:12]([C:17]#[N:18])=[N:13][CH:14]=[CH:15][CH:16]=1.[Sn](Cl)Cl, predict the reaction product. The product is: [NH2:8][C:5]1[CH:6]=[CH:7][C:2]([F:1])=[C:3]([C:11]2[C:12]([C:17]#[N:18])=[N:13][CH:14]=[CH:15][CH:16]=2)[CH:4]=1. (3) Given the reactants [CH2:1]1[C:9]2[C:4](=[CH:5][C:6]([CH:10]([OH:31])[CH2:11][CH2:12][N:13]3[CH2:18][CH2:17][CH:16]([C:19]4[CH:20]=[C:21]([NH:25][C:26](=[O:30])[CH:27]([CH3:29])[CH3:28])[CH:22]=[CH:23][CH:24]=4)[CH2:15][CH2:14]3)=[CH:7][CH:8]=2)[CH2:3][CH2:2]1.[F:32][C:33]1[CH:38]=[CH:37][C:36](O)=[CH:35][CH:34]=1, predict the reaction product. The product is: [CH2:1]1[C:9]2[C:4](=[CH:5][C:6]([CH:10]([O:31][C:36]3[CH:37]=[CH:38][C:33]([F:32])=[CH:34][CH:35]=3)[CH2:11][CH2:12][N:13]3[CH2:14][CH2:15][CH:16]([C:19]4[CH:20]=[C:21]([NH:25][C:26](=[O:30])[CH:27]([CH3:28])[CH3:29])[CH:22]=[CH:23][CH:24]=4)[CH2:17][CH2:18]3)=[CH:7][CH:8]=2)[CH2:3][CH2:2]1. (4) Given the reactants C([O:3][C:4](=[O:18])[C:5]1[CH:10]=[CH:9][CH:8]=[C:7]([NH:11][S:12]([CH2:15][CH2:16][CH3:17])(=[O:14])=[O:13])[CH:6]=1)C.[OH-].[Li+].O1CCCC1.Cl, predict the reaction product. The product is: [CH2:15]([S:12]([NH:11][C:7]1[CH:6]=[C:5]([CH:10]=[CH:9][CH:8]=1)[C:4]([OH:18])=[O:3])(=[O:13])=[O:14])[CH2:16][CH3:17]. (5) Given the reactants [CH3:1][O:2][C:3]([C:5]1[CH2:6]S[CH2:8]/[C:9](=[CH:12]\[C:13]2[CH:18]=[CH:17][C:16]([O:19][CH3:20])=[C:15]([CH2:21][C@H:22]3[CH2:26][O:25][C:24](=[O:27])[N:23]3[CH2:28][CH2:29][CH3:30])[CH:14]=2)/[C:10]=1[OH:11])=[O:4].O.O[O:33][S:34]([O-:36])=O.[K+].N, predict the reaction product. The product is: [CH3:1][O:2][C:3]([C:5]1[CH2:6][S:34](=[O:36])(=[O:33])[CH2:8]/[C:9](=[CH:12]\[C:13]2[CH:18]=[CH:17][C:16]([O:19][CH3:20])=[C:15]([CH2:21][C@H:22]3[CH2:26][O:25][C:24](=[O:27])[N:23]3[CH2:28][CH2:29][CH3:30])[CH:14]=2)/[C:10]=1[OH:11])=[O:4]. (6) Given the reactants C[Si](C)(C)[C:3]#[C:4][CH:5]=[C:6]([CH3:8])[CH3:7].C([O-])([O-])=O.[K+].[K+].Br[C:18]#[C:19][C:20]1[CH:29]=[CH:28][C:23]([C:24]([O:26][CH3:27])=[O:25])=[CH:22][CH:21]=1.N#N, predict the reaction product. The product is: [CH3:7][C:6]([CH3:8])=[CH:5][C:4]#[C:3][C:18]#[C:19][C:20]1[CH:29]=[CH:28][C:23]([C:24]([O:26][CH3:27])=[O:25])=[CH:22][CH:21]=1. (7) Given the reactants [Br:1][C:2]1[CH:3]=[C:4]2[C:9](=[CH:10][CH:11]=1)[C:8](=[O:12])[NH:7][C:6](=[O:13])/[C:5]/2=[CH:14]/OC.[NH2:17][CH2:18][C:19]1[CH:20]=[N:21][CH:22]=[CH:23][CH:24]=1.C(OCC)C, predict the reaction product. The product is: [Br:1][C:2]1[CH:3]=[C:4]2[C:9](=[CH:10][CH:11]=1)[C:8](=[O:12])[NH:7][C:6](=[O:13])/[C:5]/2=[CH:14]\[NH:17][CH2:18][C:19]1[CH:20]=[N:21][CH:22]=[CH:23][CH:24]=1. (8) The product is: [OH:13][C:12]1[C:7]2[C:2](=[CH:3][CH:4]=[CH:5][CH:6]=2)[N:1]=[C:17]([CH3:19])[C:11]=1[CH:8]([CH3:10])[CH3:9]. Given the reactants [NH2:1][C:2]1[CH:7]=[CH:6][CH:5]=[CH:4][CH:3]=1.[CH:8]([CH:11]([C:17]([CH3:19])=O)[C:12](OCC)=[O:13])([CH3:10])[CH3:9].C(Cl)(Cl)Cl.C1(C)C=CC(S(O)(=O)=O)=CC=1, predict the reaction product.